This data is from Peptide-MHC class II binding affinity with 134,281 pairs from IEDB. The task is: Regression. Given a peptide amino acid sequence and an MHC pseudo amino acid sequence, predict their binding affinity value. This is MHC class II binding data. (1) The peptide sequence is EQISVLRKAFDAFDR. The MHC is DRB1_0101 with pseudo-sequence DRB1_0101. The binding affinity (normalized) is 0.532. (2) The peptide sequence is SGIDTNAYYVMTVGT. The MHC is DRB1_0701 with pseudo-sequence DRB1_0701. The binding affinity (normalized) is 0.631. (3) The peptide sequence is STVVASVTIIDRSLP. The MHC is HLA-DQA10301-DQB10302 with pseudo-sequence HLA-DQA10301-DQB10302. The binding affinity (normalized) is 0.620. (4) The peptide sequence is HDYEGLSYRSLQPET. The MHC is DRB5_0101 with pseudo-sequence DRB5_0101. The binding affinity (normalized) is 0.218. (5) The peptide sequence is GENQIVDKIDAAFKI. The MHC is DRB4_0101 with pseudo-sequence DRB4_0103. The binding affinity (normalized) is 0.466. (6) The peptide sequence is AEIGSAISTANGAAA. The MHC is DRB5_0101 with pseudo-sequence DRB5_0101. The binding affinity (normalized) is 0.238.